Dataset: Reaction yield outcomes from USPTO patents with 853,638 reactions. Task: Predict the reaction yield, written as a fraction of the theoretical maximum amount of product (1.0 means a 100% yield; for example, 0.34 means a 34% yield). (1) The reactants are [Br:1][C:2]1[CH:7]=[CH:6][C:5]([CH:8]2[CH2:12][CH2:11][CH2:10][NH:9]2)=[CH:4][CH:3]=1.C(=O)([O-])[O-].[K+].[K+].Cl[C:20]([O:22][CH2:23][C:24]1[CH:29]=[CH:28][CH:27]=[CH:26][CH:25]=1)=[O:21]. The catalyst is O1CCOCC1.O. The product is [Br:1][C:2]1[CH:3]=[CH:4][C:5]([CH:8]2[CH2:12][CH2:11][CH2:10][N:9]2[C:20]([O:22][CH2:23][C:24]2[CH:29]=[CH:28][CH:27]=[CH:26][CH:25]=2)=[O:21])=[CH:6][CH:7]=1. The yield is 0.820. (2) The reactants are [C:1]1([C@@H:7]2[CH2:9][C@H:8]2[NH:10][CH2:11][CH:12]2[CH2:17][CH2:16][N:15]([C:18]([O:20][C:21]([CH3:24])([CH3:23])[CH3:22])=[O:19])[CH2:14][CH2:13]2)[CH:6]=[CH:5][CH:4]=[CH:3][CH:2]=1.C(N(CC)CC)C.[C:32](Cl)(=[O:34])[CH3:33].O. The catalyst is C(Cl)(Cl)Cl. The product is [C:1]1([C@@H:7]2[CH2:9][C@H:8]2[N:10]([CH2:11][CH:12]2[CH2:17][CH2:16][N:15]([C:18]([O:20][C:21]([CH3:24])([CH3:23])[CH3:22])=[O:19])[CH2:14][CH2:13]2)[C:32](=[O:34])[CH3:33])[CH:6]=[CH:5][CH:4]=[CH:3][CH:2]=1. The yield is 0.820. (3) The reactants are [NH2:1][C@H:2]1[CH2:7][CH2:6][C@H:5]([C:8]([OH:10])=[O:9])[CH2:4][CH2:3]1.[C:11](=O)(O)[O-].[Na+]. The catalyst is CO.S(=O)(=O)(O)O. The product is [CH3:11][O:9][C:8]([C@H:5]1[CH2:6][CH2:7][C@H:2]([NH2:1])[CH2:3][CH2:4]1)=[O:10]. The yield is 0.670.